This data is from Peptide-MHC class II binding affinity with 134,281 pairs from IEDB. The task is: Regression. Given a peptide amino acid sequence and an MHC pseudo amino acid sequence, predict their binding affinity value. This is MHC class II binding data. (1) The peptide sequence is AFKVAATAANAAPAA. The MHC is HLA-DPA10201-DPB11401 with pseudo-sequence HLA-DPA10201-DPB11401. The binding affinity (normalized) is 0.866. (2) The peptide sequence is TALKKAITAMSEAQK. The MHC is DRB1_0901 with pseudo-sequence DRB1_0901. The binding affinity (normalized) is 0.473. (3) The peptide sequence is AFKVAATAANAAPYN. The MHC is DRB1_0901 with pseudo-sequence DRB1_0901. The binding affinity (normalized) is 0.827. (4) The peptide sequence is TASHTRLSCDCDDKFYDC. The binding affinity (normalized) is 0. The MHC is DRB1_0101 with pseudo-sequence DRB1_0101. (5) The peptide sequence is AGIMIFDPYGATISA. The MHC is HLA-DQA10104-DQB10503 with pseudo-sequence HLA-DQA10104-DQB10503. The binding affinity (normalized) is 0.343.